The task is: Predict the product of the given reaction.. This data is from Forward reaction prediction with 1.9M reactions from USPTO patents (1976-2016). (1) Given the reactants [CH3:1][C@H:2]1[CH2:7][N:6]([CH2:8][C:9]2[CH:18]=[N:17][C:16]3[NH:15][C:14](=[O:19])[N:13]4[N:20]=[CH:21][N:22]=[C:12]4[C:11]=3[CH:10]=2)[CH2:5][C@@H:4]([CH3:23])[O:3]1.[F:24][C:25]([F:36])([F:35])[O:26][C:27]1[CH:34]=[CH:33][C:30]([CH2:31]Br)=[CH:29][CH:28]=1.C(=O)([O-])[O-].[K+].[K+], predict the reaction product. The product is: [CH3:1][C@H:2]1[CH2:7][N:6]([CH2:8][C:9]2[CH:18]=[N:17][C:16]3[N:15]([CH2:31][C:30]4[CH:33]=[CH:34][C:27]([O:26][C:25]([F:24])([F:35])[F:36])=[CH:28][CH:29]=4)[C:14](=[O:19])[N:13]4[N:20]=[CH:21][N:22]=[C:12]4[C:11]=3[CH:10]=2)[CH2:5][C@@H:4]([CH3:23])[O:3]1. (2) Given the reactants [CH2:1]([C@H:8]([NH:21][C:22]([C@@H:24]([NH:34][C:35]([C@@H:37]([NH:39][C:40]([C:42]1[CH:46]=[C:45]([CH3:47])[O:44][N:43]=1)=[O:41])[CH3:38])=[O:36])[CH2:25][C:26]1[CH:31]=[CH:30][C:29]([O:32][CH3:33])=[CH:28][CH:27]=1)=[O:23])[CH:9]([C:11](=[O:20])[NH:12][CH2:13][C:14]1[CH:19]=[CH:18][CH:17]=[CH:16][CH:15]=1)[OH:10])[C:2]1[CH:7]=[CH:6][CH:5]=[CH:4][CH:3]=1.CC(OI1(OC(C)=O)(OC(C)=O)OC(=O)C2C=CC=CC1=2)=O, predict the reaction product. The product is: [CH2:1]([C@H:8]([NH:21][C:22]([C@@H:24]([NH:34][C:35]([C@@H:37]([NH:39][C:40]([C:42]1[CH:46]=[C:45]([CH3:47])[O:44][N:43]=1)=[O:41])[CH3:38])=[O:36])[CH2:25][C:26]1[CH:27]=[CH:28][C:29]([O:32][CH3:33])=[CH:30][CH:31]=1)=[O:23])[C:9]([C:11](=[O:20])[NH:12][CH2:13][C:14]1[CH:15]=[CH:16][CH:17]=[CH:18][CH:19]=1)=[O:10])[C:2]1[CH:7]=[CH:6][CH:5]=[CH:4][CH:3]=1. (3) The product is: [F:56][C:57]1[C:58]([C:64]2[CH:69]=[C:68]([NH:70][C:2]3[CH:7]=[CH:6][N:5]=[C:4]4[CH:8]=[N:9][N:10]([CH:11]([CH3:13])[CH3:12])[C:3]=34)[CH:67]=[CH:66][N:65]=2)=[N:59][C:60]([CH3:63])=[CH:61][CH:62]=1. Given the reactants I[C:2]1[CH:7]=[CH:6][N:5]=[C:4]2[CH:8]=[N:9][N:10]([CH:11]([CH3:13])[CH3:12])[C:3]=12.CC1(C)C2C=CC=C(P(C3C=CC=CC=3)C3C=CC=CC=3)C=2OC2C1=CC=CC=2P(C1C=CC=CC=1)C1C=CC=CC=1.[F:56][C:57]1[C:58]([C:64]2[CH:69]=[C:68]([NH2:70])[CH:67]=[CH:66][N:65]=2)=[N:59][C:60]([CH3:63])=[CH:61][CH:62]=1.CC([O-])(C)C.[Na+], predict the reaction product. (4) Given the reactants [F:1][C:2]1[CH:3]=[C:4]([CH:12](O)[CH3:13])[CH:5]=[C:6]([C:8]([F:11])([F:10])[F:9])[CH:7]=1.C1C=CC(P(C2C=CC=CC=2)C2C=CC=CC=2)=CC=1.C(Br)(Br)(Br)[Br:35].C([O-])(O)=O.[Na+], predict the reaction product. The product is: [F:1][C:2]1[CH:3]=[C:4]([CH2:12][CH2:13][Br:35])[CH:5]=[C:6]([C:8]([F:11])([F:10])[F:9])[CH:7]=1. (5) Given the reactants [Cl:1][C:2]1[CH:11]=[C:10]([C:12](=O)[CH3:13])[C:9]([N:15]2[CH2:20][CH2:19][CH:18]([CH2:21][CH2:22][OH:23])[CH2:17][CH2:16]2)=[C:8]2[C:3]=1[CH:4]=[CH:5][CH:6]=[N:7]2.C([O-])(=O)C.[NH4+].C([BH3-])#[N:30].[Na+].O1CCCC1, predict the reaction product. The product is: [NH2:30][CH:12]([C:10]1[C:9]([N:15]2[CH2:20][CH2:19][CH:18]([CH2:21][CH2:22][OH:23])[CH2:17][CH2:16]2)=[C:8]2[C:3]([CH:4]=[CH:5][CH:6]=[N:7]2)=[C:2]([Cl:1])[CH:11]=1)[CH3:13].